From a dataset of Full USPTO retrosynthesis dataset with 1.9M reactions from patents (1976-2016). Predict the reactants needed to synthesize the given product. (1) The reactants are: [C:1]([NH:4][CH2:5][CH2:6][N:7]1[C:15]2[C:10](=[CH:11][CH:12]=[C:13]([O:16][CH3:17])[CH:14]=2)[CH:9]=[C:8]1[C:18]([O:20]CC)=[O:19])(=[O:3])[CH3:2].[OH-].[Na+].O.Cl. Given the product [C:1]([NH:4][CH2:5][CH2:6][N:7]1[C:15]2[C:10](=[CH:11][CH:12]=[C:13]([O:16][CH3:17])[CH:14]=2)[CH:9]=[C:8]1[C:18]([OH:20])=[O:19])(=[O:3])[CH3:2], predict the reactants needed to synthesize it. (2) Given the product [C:20]1([S:30]([N:3]2[CH2:4][C@@H:5]3[C@@H:1]([CH2:6]3)[C@H:2]2[CH2:7][NH:8][C:9]([C:11]2[N:18]3[C:14]([S:15][CH:16]=[CH:17]3)=[N:13][C:12]=2[CH3:19])=[O:10])(=[O:32])=[O:31])[C:29]2[C:24](=[CH:25][CH:26]=[CH:27][CH:28]=2)[CH:23]=[CH:22][CH:21]=1, predict the reactants needed to synthesize it. The reactants are: [C@@H:1]12[CH2:6][C@@H:5]1[CH2:4][NH:3][C@@H:2]2[CH2:7][NH:8][C:9]([C:11]1[N:18]2[C:14]([S:15][CH:16]=[CH:17]2)=[N:13][C:12]=1[CH3:19])=[O:10].[C:20]1([S:30](Cl)(=[O:32])=[O:31])[C:29]2[C:24](=[CH:25][CH:26]=[CH:27][CH:28]=2)[CH:23]=[CH:22][CH:21]=1. (3) The reactants are: [CH3:1][O:2][C:3]1[CH:12]=[C:11]2[C:6]([CH:7]=[C:8]([C:14]([NH:16][C:17]3[CH:18]=[C:19]([CH:23]=[CH:24][C:25]=3[CH3:26])[C:20]([OH:22])=O)=[O:15])[C:9](=[O:13])[NH:10]2)=[CH:5][N:4]=1.[Cl:27][C:28]1[CH:35]=[CH:34][C:31]([CH2:32][NH2:33])=[CH:30][CH:29]=1. Given the product [Cl:27][C:28]1[CH:35]=[CH:34][C:31]([CH2:32][NH:33][C:20]([C:19]2[CH:23]=[CH:24][C:25]([CH3:26])=[C:17]([NH:16][C:14]([C:8]3[C:9](=[O:13])[NH:10][C:11]4[C:6]([CH:7]=3)=[CH:5][N:4]=[C:3]([O:2][CH3:1])[CH:12]=4)=[O:15])[CH:18]=2)=[O:22])=[CH:30][CH:29]=1, predict the reactants needed to synthesize it. (4) Given the product [Cl:3][C:4]1[CH:26]=[CH:25][CH:24]=[CH:23][C:5]=1[C:6]([NH:8][CH:9]1[C:18]2[C:13](=[CH:14][CH:15]=[C:16]([C:19]([OH:21])=[O:20])[CH:17]=2)[O:12][CH2:11][CH2:10]1)=[O:7], predict the reactants needed to synthesize it. The reactants are: [OH-].[K+].[Cl:3][C:4]1[CH:26]=[CH:25][CH:24]=[CH:23][C:5]=1[C:6]([NH:8][CH:9]1[C:18]2[C:13](=[CH:14][CH:15]=[C:16]([C:19]([O:21]C)=[O:20])[CH:17]=2)[O:12][CH2:11][CH2:10]1)=[O:7]. (5) The reactants are: [N:1]1[C:10]2[C:5](=[CH:6][CH:7]=[CH:8][CH:9]=2)[C:4]([C:11]([OH:13])=O)=[CH:3][CH:2]=1.C(Cl)(=O)C(Cl)=O.Cl.[F:21][C:22]1[CH:27]=[CH:26][C:25]([CH:28]([OH:42])[CH:29]([NH2:41])[CH2:30][C:31]2[CH:36]=[CH:35][C:34]([C:37]([F:40])([F:39])[F:38])=[CH:33][CH:32]=2)=[CH:24][CH:23]=1.C(=O)([O-])O.[Na+]. Given the product [F:21][C:22]1[CH:23]=[CH:24][C:25]([CH:28]([OH:42])[CH:29]([NH:41][C:11]([C:4]2[C:5]3[C:10](=[CH:9][CH:8]=[CH:7][CH:6]=3)[N:1]=[CH:2][CH:3]=2)=[O:13])[CH2:30][C:31]2[CH:36]=[CH:35][C:34]([C:37]([F:40])([F:39])[F:38])=[CH:33][CH:32]=2)=[CH:26][CH:27]=1, predict the reactants needed to synthesize it. (6) Given the product [Cl:18][C:13]1[O:14][C:10]2[CH:9]=[CH:8][C:7]([C:1]3[CH:6]=[CH:5][CH:4]=[CH:3][CH:2]=3)=[CH:16][C:11]=2[N:12]=1, predict the reactants needed to synthesize it. The reactants are: [C:1]1([C:7]2[CH:8]=[CH:9][C:10]3[O:14][C:13](=S)[NH:12][C:11]=3[CH:16]=2)[CH:6]=[CH:5][CH:4]=[CH:3][CH:2]=1.P(Cl)(Cl)(Cl)(Cl)[Cl:18].